This data is from CYP1A2 inhibition data for predicting drug metabolism from PubChem BioAssay. The task is: Regression/Classification. Given a drug SMILES string, predict its absorption, distribution, metabolism, or excretion properties. Task type varies by dataset: regression for continuous measurements (e.g., permeability, clearance, half-life) or binary classification for categorical outcomes (e.g., BBB penetration, CYP inhibition). Dataset: cyp1a2_veith. (1) The drug is CCN(CC)CCCNC(=O)C1CCC(=O)N(c2ccc(OC)cc2)C1c1ccc(F)cc1. The result is 0 (non-inhibitor). (2) The molecule is CN1C[C@H](c2ccccc2)C(O)([C@]2(c3ccccc3)CN(C)C[C@@H](c3ccccc3)C2=O)[C@H](c2ccccc2)C1. The result is 0 (non-inhibitor). (3) The compound is N#Cc1cccc(-c2nc(Nc3ccncc3)c3ccccc3n2)c1. The result is 1 (inhibitor).